This data is from Reaction yield outcomes from USPTO patents with 853,638 reactions. The task is: Predict the reaction yield, written as a fraction of the theoretical maximum amount of product (1.0 means a 100% yield; for example, 0.34 means a 34% yield). The reactants are [C:1]([O:5][C:6]([N:8]1[CH2:13][C:12](=[O:14])[O:11][C:10](=[O:15])[CH2:9]1)=[O:7])([CH3:4])([CH3:3])[CH3:2].Cl.[NH2:17][CH2:18][C:19]([C:21]1[CH:26]=[CH:25][C:24]([Br:27])=[CH:23][CH:22]=1)=[O:20].CN1CCOCC1. The catalyst is CN(C)C=O. The product is [Br:27][C:24]1[CH:23]=[CH:22][C:21]([C:19](=[O:20])[CH2:18][NH:17][C:12]([CH2:13][N:8]([CH2:9][C:10]([OH:11])=[O:15])[C:6]([O:5][C:1]([CH3:2])([CH3:3])[CH3:4])=[O:7])=[O:14])=[CH:26][CH:25]=1. The yield is 0.800.